Dataset: Drug-target binding data from BindingDB using Ki measurements. Task: Regression. Given a target protein amino acid sequence and a drug SMILES string, predict the binding affinity score between them. We predict pKi (pKi = -log10(Ki in M); higher means stronger inhibition). Dataset: bindingdb_ki. The small molecule is c1cncc(OC[C@@H]2CCN2)c1. The target protein (P79250) has sequence MEAAGAPCAPPPPAGSQTGAPPANLSSAPHNCSAEGYIYQDSVALPWKVLLVILLALITLATTLSNAFVIATVYRTRKLHTPANYLIASLAVTDLLVSILVMPISTMYTVTGRWTLGQVVCDLWLSSDITCCTASILHLCVIALDRYWAITDAVEYSAKRTPKRAAVMIALVWVFSISISLPPFFWRQAKAEEEVSDCVVNTDHILYTVYSTVGAFYFPTLLLIALYGRIYVEARSRILKQTPNRTGKRLTRAQLITDSPGSTSSVTSVNSRAPDVPSESGSPVYVNQVKVRVSDALLEKKKLMAARERKATKTLGIILGAFIVCWLPFFIISLVMPICKDACWFHLAIFDFFTWLGYLNSLINPIIYTMSNEDFKQAFHKLIRFKCAG. The pKi is 5.0.